Dataset: CYP2C19 inhibition data for predicting drug metabolism from PubChem BioAssay. Task: Regression/Classification. Given a drug SMILES string, predict its absorption, distribution, metabolism, or excretion properties. Task type varies by dataset: regression for continuous measurements (e.g., permeability, clearance, half-life) or binary classification for categorical outcomes (e.g., BBB penetration, CYP inhibition). Dataset: cyp2c19_veith. (1) The drug is CCC/C=C(\CCC)C(NS(=O)(=O)c1ccc(C(F)(F)F)cc1)c1ccc(C(=O)OC)cc1. The result is 1 (inhibitor). (2) The drug is COc1ccccc1CN1CC[C@@]2(CCCN(C(=O)c3ccncc3)C2)C1. The result is 0 (non-inhibitor). (3) The drug is COc1ccc(C(=O)N2CCC3(CC2)CN(C(=O)Nc2cccc(C#N)c2)C3)cc1. The result is 0 (non-inhibitor). (4) The molecule is Nc1cc(Cl)c(NC2=NCCN2)c(Cl)c1. The result is 0 (non-inhibitor).